From a dataset of Drug-target binding data from BindingDB using IC50 measurements. Regression. Given a target protein amino acid sequence and a drug SMILES string, predict the binding affinity score between them. We predict pIC50 (pIC50 = -log10(IC50 in M); higher means more potent). Dataset: bindingdb_ic50. The small molecule is C[C@H](c1ccccc1)N1CCC[C@@H](CNCc2cc(C(=O)O)ccn2)C1=O. The target protein (O15550) has sequence MKSCGVSLATAAAAAAAFGDEEKKMAAGKASGESEEASPSLTAEEREALGGLDSRLFGFVRFHEDGARTKALLGKAVRCYESLILKAEGKVESDFFCQLGHFNLLLEDYPKALSAYQRYYSLQSDYWKNAAFLYGLGLVYFHYNAFQWAIKAFQEVLYVDPSFCRAKEIHLRLGLMFKVNTDYESSLKHFQLALVDCNPCTLSNAEIQFHIAHLYETQRKYHSAKEAYEQLLQTENLSAQVKATVLQQLGWMHHTVDLLGDKATKESYAIQYLQKSLEADPNSGQSWYFLGRCYSSIGKVQDAFISYRQSIDKSEASADTWCSIGVLYQQQNQPMDALQAYICAVQLDHGHAAAWMDLGTLYESCNQPQDAIKCYLNATRSKSCSNTSALAARIKYLQAQLCNLPQGSLQNKTKLLPSIEEAWSLPIPAELTSRQGAMNTAQQNTSDNWSGGHAVSHPPVQQQAHSWCLTPQKLQHLEQLRANRNNLNPAQKLMLEQLES.... The pIC50 is 5.6.